This data is from NCI-60 drug combinations with 297,098 pairs across 59 cell lines. The task is: Regression. Given two drug SMILES strings and cell line genomic features, predict the synergy score measuring deviation from expected non-interaction effect. (1) Drug 1: C1CC(=O)NC(=O)C1N2CC3=C(C2=O)C=CC=C3N. Drug 2: CC(C1=C(C=CC(=C1Cl)F)Cl)OC2=C(N=CC(=C2)C3=CN(N=C3)C4CCNCC4)N. Cell line: UACC-257. Synergy scores: CSS=0.948, Synergy_ZIP=0.109, Synergy_Bliss=0.0856, Synergy_Loewe=0.716, Synergy_HSA=0.116. (2) Drug 1: CC1=C(C=C(C=C1)NC2=NC=CC(=N2)N(C)C3=CC4=NN(C(=C4C=C3)C)C)S(=O)(=O)N.Cl. Drug 2: N.N.Cl[Pt+2]Cl. Cell line: UACC-257. Synergy scores: CSS=10.6, Synergy_ZIP=0.975, Synergy_Bliss=9.12, Synergy_Loewe=5.68, Synergy_HSA=6.07.